This data is from Reaction yield outcomes from USPTO patents with 853,638 reactions. The task is: Predict the reaction yield, written as a fraction of the theoretical maximum amount of product (1.0 means a 100% yield; for example, 0.34 means a 34% yield). (1) The reactants are [N:1]1[CH:6]=[CH:5][N:4]=[CH:3][C:2]=1[C:7]([NH:9][C:10]1[C:11]([C:34]([O:36][CH3:37])=[O:35])=[N:12][N:13]([C:15]([C:28]2[CH:33]=[CH:32][CH:31]=[CH:30][CH:29]=2)([C:22]2[CH:27]=[CH:26][CH:25]=[CH:24][CH:23]=2)[C:16]2[CH:21]=[CH:20][CH:19]=[CH:18][CH:17]=2)[CH:14]=1)=[O:8].[H-].[Na+].[CH3:40]I.[Cl-].[NH4+]. The catalyst is CN(C=O)C. The product is [CH3:40][N:9]([C:7]([C:2]1[CH:3]=[N:4][CH:5]=[CH:6][N:1]=1)=[O:8])[C:10]1[C:11]([C:34]([O:36][CH3:37])=[O:35])=[N:12][N:13]([C:15]([C:22]2[CH:27]=[CH:26][CH:25]=[CH:24][CH:23]=2)([C:28]2[CH:29]=[CH:30][CH:31]=[CH:32][CH:33]=2)[C:16]2[CH:17]=[CH:18][CH:19]=[CH:20][CH:21]=2)[CH:14]=1. The yield is 0.440. (2) The reactants are [F:1][C:2]1[CH:3]=[C:4]([CH:7]=[CH:8][C:9]=1B1OC(C)(C)C(C)(C)O1)[C:5]#[N:6].Br[C:20]1[CH:21]=[N:22][CH:23]=[CH:24][C:25]=1[CH:26]([OH:28])[CH3:27].C(Cl)Cl.C([O-])([O-])=O.[Na+].[Na+]. The catalyst is CN(C=O)C.C1C=CC(P(C2C=CC=CC=2)[C-]2C=CC=C2)=CC=1.C1C=CC(P(C2C=CC=CC=2)[C-]2C=CC=C2)=CC=1.Cl[Pd]Cl.[Fe+2]. The product is [F:1][C:2]1[CH:3]=[C:4]([CH:7]=[CH:8][C:9]=1[C:20]1[CH:21]=[N:22][CH:23]=[CH:24][C:25]=1[CH:26]([OH:28])[CH3:27])[C:5]#[N:6]. The yield is 0.110. (3) The reactants are [Br:1][C:2]1[CH:7]=[CH:6][CH:5]=[C:4](I)[CH:3]=1.[N:9]1[CH:14]=[CH:13][CH:12]=[C:11](B(O)O)[CH:10]=1.C([O-])([O-])=O.[K+].[K+]. The catalyst is C1C=CC([P]([Pd]([P](C2C=CC=CC=2)(C2C=CC=CC=2)C2C=CC=CC=2)([P](C2C=CC=CC=2)(C2C=CC=CC=2)C2C=CC=CC=2)[P](C2C=CC=CC=2)(C2C=CC=CC=2)C2C=CC=CC=2)(C2C=CC=CC=2)C2C=CC=CC=2)=CC=1.O1CCOCC1. The product is [Br:1][C:2]1[CH:3]=[C:4]([C:11]2[CH:10]=[N:9][CH:14]=[CH:13][CH:12]=2)[CH:5]=[CH:6][CH:7]=1. The yield is 1.00. (4) The reactants are [N:1]1[C:10]2[CH:9]([NH:11][CH2:12][CH2:13][CH2:14][CH2:15][N:16]3[C:24](=[O:25])[C:23]4[C:18](=[CH:19][CH:20]=[CH:21][CH:22]=4)[C:17]3=[O:26])[CH2:8][CH2:7][CH2:6][C:5]=2[CH:4]=[CH:3][CH:2]=1.Cl[CH2:28][C:29]1[NH:33][C:32]2[CH:34]=[C:35]([C:38]([F:41])([F:40])[F:39])[CH:36]=[CH:37][C:31]=2[N:30]=1.C(N(CC)C(C)C)(C)C.[I-].[K+]. The catalyst is C(#N)C. The product is [N:1]1[C:10]2[CH:9]([N:11]([CH2:28][C:29]3[NH:30][C:31]4[CH:37]=[CH:36][C:35]([C:38]([F:41])([F:39])[F:40])=[CH:34][C:32]=4[N:33]=3)[CH2:12][CH2:13][CH2:14][CH2:15][N:16]3[C:24](=[O:25])[C:23]4[C:18](=[CH:19][CH:20]=[CH:21][CH:22]=4)[C:17]3=[O:26])[CH2:8][CH2:7][CH2:6][C:5]=2[CH:4]=[CH:3][CH:2]=1. The yield is 0.760. (5) The reactants are [CH:1]1[C:2]([CH2:19][C:20]([OH:22])=[O:21])=[CH:3][C:4]([I:18])=[C:5]([O:8][C:9]2[CH:10]=[C:11]([I:17])[C:12]([OH:16])=[C:13]([I:15])[CH:14]=2)[C:6]=1[I:7].O=S(Cl)Cl.O.[CH3:28]O. No catalyst specified. The product is [CH3:28][O:21][C:20](=[O:22])[CH2:19][C:2]1[CH:1]=[C:6]([I:7])[C:5]([O:8][C:9]2[CH:10]=[C:11]([I:17])[C:12]([OH:16])=[C:13]([I:15])[CH:14]=2)=[C:4]([I:18])[CH:3]=1. The yield is 0.610.